Dataset: Full USPTO retrosynthesis dataset with 1.9M reactions from patents (1976-2016). Task: Predict the reactants needed to synthesize the given product. (1) Given the product [Si:1]([O:8][C@@H:9]1[CH2:14][C@@H:13]([O:15][CH3:28])[CH2:12][N:11]([C:16]([O:18][CH2:19][C:20]2[CH:25]=[CH:24][CH:23]=[CH:22][CH:21]=2)=[O:17])[CH2:10]1)([C:4]([CH3:7])([CH3:6])[CH3:5])([CH3:3])[CH3:2], predict the reactants needed to synthesize it. The reactants are: [Si:1]([O:8][C@@H:9]1[CH2:14][C@@H:13]([OH:15])[CH2:12][N:11]([C:16]([O:18][CH2:19][C:20]2[CH:25]=[CH:24][CH:23]=[CH:22][CH:21]=2)=[O:17])[CH2:10]1)([C:4]([CH3:7])([CH3:6])[CH3:5])([CH3:3])[CH3:2].[H-].[Na+].[CH3:28]I. (2) Given the product [F:1][C:2]1[CH:9]=[C:8]([O:10][CH2:13][C:14]2[CH:19]=[CH:18][CH:17]=[CH:16][N:15]=2)[CH:7]=[CH:6][C:3]=1[C:4]#[N:5], predict the reactants needed to synthesize it. The reactants are: [F:1][C:2]1[CH:9]=[C:8]([OH:10])[CH:7]=[CH:6][C:3]=1[C:4]#[N:5].Cl.Cl[CH2:13][C:14]1[CH:19]=[CH:18][CH:17]=[CH:16][N:15]=1. (3) Given the product [Cl:92][C:76]1[CH:77]=[C:78]([CH2:83][CH2:84][CH2:85][N:86]2[CH2:91][CH2:90][O:89][CH2:88][CH2:87]2)[C:79]([C:80]#[N:81])=[CH:82][C:75]=1[NH:74][C:2]1[N:7]=[C:6]([NH:8][CH:18]2[CH2:19][CH2:20]2)[C:5]2=[N:21][CH:22]=[C:23]([C:24]#[N:25])[N:4]2[N:3]=1, predict the reactants needed to synthesize it. The reactants are: Cl[C:2]1[N:7]=[C:6]([N:8]([CH:18]2[CH2:20][CH2:19]2)CC2C=CC(OC)=CC=2)[C:5]2=[N:21][CH:22]=[C:23]([C:24]#[N:25])[N:4]2[N:3]=1.C(=O)([O-])[O-].[Cs+].[Cs+].CC1(C)C2C(=C(P(C3C=CC=CC=3)C3C=CC=CC=3)C=CC=2)OC2C(P(C3C=CC=CC=3)C3C=CC=CC=3)=CC=CC1=2.[NH2:74][C:75]1[C:76]([Cl:92])=[CH:77][C:78]([CH2:83][CH2:84][CH2:85][N:86]2[CH2:91][CH2:90][O:89][CH2:88][CH2:87]2)=[C:79]([CH:82]=1)[C:80]#[N:81].